This data is from Reaction yield outcomes from USPTO patents with 853,638 reactions. The task is: Predict the reaction yield, written as a fraction of the theoretical maximum amount of product (1.0 means a 100% yield; for example, 0.34 means a 34% yield). (1) The reactants are [F:1][C:2]1[CH:7]=[C:6]([I:8])[CH:5]=[CH:4][C:3]=1[NH:9][C:10]1[N:11]([CH3:43])[C:12](=[O:42])[C:13]([CH3:41])=[C:14]2[C:19]=1[C:18](=[O:20])[N:17](CC1C=CC(OC)=CC=1)[C:16](=[O:30])[N:15]2[C:31]1[CH:32]=[C:33]([NH:37][C:38](=[O:40])[CH3:39])[CH:34]=[CH:35][CH:36]=1.[Cl-].[Al+3].[Cl-].[Cl-].CO. The catalyst is C1(OC)C=CC=CC=1. The product is [F:1][C:2]1[CH:7]=[C:6]([I:8])[CH:5]=[CH:4][C:3]=1[NH:9][C:10]1[N:11]([CH3:43])[C:12](=[O:42])[C:13]([CH3:41])=[C:14]2[C:19]=1[C:18](=[O:20])[NH:17][C:16](=[O:30])[N:15]2[C:31]1[CH:32]=[C:33]([NH:37][C:38](=[O:40])[CH3:39])[CH:34]=[CH:35][CH:36]=1. The yield is 0.781. (2) The reactants are C1CCN2C(=NCCC2)CC1.[CH3:12][O:13][C:14](=[O:33])[CH:15](P(OC)(OC)=O)[NH:16][C:17]([O:19][CH2:20][C:21]1[CH:26]=[CH:25][CH:24]=[CH:23][CH:22]=1)=[O:18].O=[C:35]1[CH2:40][CH2:39][CH:38]([NH:41][C:42](=[O:48])[O:43][C:44]([CH3:47])([CH3:46])[CH3:45])[CH2:37][CH2:36]1. The catalyst is C(Cl)Cl. The product is [CH3:12][O:13][C:14](=[O:33])[C:15](=[C:35]1[CH2:36][CH2:37][CH:38]([NH:41][C:42]([O:43][C:44]([CH3:47])([CH3:46])[CH3:45])=[O:48])[CH2:39][CH2:40]1)[NH:16][C:17]([O:19][CH2:20][C:21]1[CH:22]=[CH:23][CH:24]=[CH:25][CH:26]=1)=[O:18]. The yield is 0.290.